This data is from Reaction yield outcomes from USPTO patents with 853,638 reactions. The task is: Predict the reaction yield, written as a fraction of the theoretical maximum amount of product (1.0 means a 100% yield; for example, 0.34 means a 34% yield). (1) The reactants are [CH3:1][C:2]1[CH:7]=[CH:6][CH:5]=[C:4]([CH3:8])[C:3]=1[OH:9].[F:10][C:11]1[CH:12]=[C:13]([N+:18]([O-])=O)[CH:14]=[CH:15][C:16]=1F.C([O-])([O-])=O.[K+].[K+].S([O-])([O-])(=O)=O.[Na+].[Na+]. The catalyst is [Zn].CCOC(C)=O.CS(C)=O. The product is [F:10][C:11]1[CH:12]=[C:13]([CH:14]=[CH:15][C:16]=1[O:9][C:3]1[C:4]([CH3:8])=[CH:5][CH:6]=[CH:7][C:2]=1[CH3:1])[NH2:18]. The yield is 0.900. (2) The reactants are N1[C:5](=O)[C:4]2([C:15]3C(=CC=CC=3)OC[CH2:7]2)NC1=O.[O:17]=[C:18]1[NH:31][C:21]2([C:30]3[C:25](=[CH:26][CH:27]=[CH:28][CH:29]=3)C[CH2:23][CH2:22]2)[C:20](=[O:32])[N:19]1[CH2:33][C:34]([OH:36])=[O:35].C([O-])([O-])=[O:38].[K+].[K+]. The catalyst is CN(C=O)C. The product is [O:17]=[C:18]1[NH:31][C:21]2([C:30]3[C:25](=[CH:26][CH:27]=[CH:28][CH:29]=3)[O:38][CH2:23][CH2:22]2)[C:20](=[O:32])[N:19]1[CH2:33][C:34]([O:36][C:4]([CH3:15])([CH3:7])[CH3:5])=[O:35]. The yield is 0.760. (3) The reactants are [CH3:1][O:2][C:3]1[CH:8]=[CH:7][C:6]([C:9]2[S:13][C:12]([C:14](O)=[O:15])=[C:11]([NH:17][C:18]([NH:20][C:21]3[C:26]([CH3:27])=[CH:25][C:24]([CH3:28])=[CH:23][C:22]=3[CH3:29])=[O:19])[CH:10]=2)=[CH:5][CH:4]=1.CN(C(ON1N=NC2C=CC=NC1=2)=[N+](C)C)C.F[P-](F)(F)(F)(F)F.CCN(C(C)C)C(C)C.Cl.[NH2:64][C@@H:65]([CH:70]1[CH2:75][CH2:74][CH2:73][CH2:72][CH2:71]1)[C:66]([O:68][CH3:69])=[O:67]. The catalyst is CN(C=O)C. The product is [CH:70]1([C@H:65]([NH:64][C:14]([C:12]2[S:13][C:9]([C:6]3[CH:7]=[CH:8][C:3]([O:2][CH3:1])=[CH:4][CH:5]=3)=[CH:10][C:11]=2[NH:17][C:18]([NH:20][C:21]2[C:26]([CH3:27])=[CH:25][C:24]([CH3:28])=[CH:23][C:22]=2[CH3:29])=[O:19])=[O:15])[C:66]([O:68][CH3:69])=[O:67])[CH2:75][CH2:74][CH2:73][CH2:72][CH2:71]1. The yield is 0.640. (4) The catalyst is C(Cl)Cl. The yield is 0.960. The reactants are [C:1]([Si:5](Cl)([C:12]1[CH:17]=[CH:16][CH:15]=[CH:14][CH:13]=1)[C:6]1[CH:11]=[CH:10][CH:9]=[CH:8][CH:7]=1)([CH3:4])([CH3:3])[CH3:2].[F:19][C:20]1[C:25]([F:26])=[C:24]([F:27])[CH:23]=[CH:22][C:21]=1[CH2:28][OH:29].N1C=CN=C1. The product is [C:1]([Si:5]([C:12]1[CH:17]=[CH:16][CH:15]=[CH:14][CH:13]=1)([C:6]1[CH:11]=[CH:10][CH:9]=[CH:8][CH:7]=1)[O:29][CH2:28][C:21]1[CH:22]=[CH:23][C:24]([F:27])=[C:25]([F:26])[C:20]=1[F:19])([CH3:4])([CH3:3])[CH3:2]. (5) The reactants are [NH2:1][C:2]1[N:7]2[CH:8]=[C:9]([CH3:11])[N:10]=[C:6]2[C:5]([C:12]([NH:14][CH2:15][CH:16]2[CH2:21][CH2:20][N:19]([CH2:22][CH:23]([CH3:25])[CH3:24])[CH2:18][CH2:17]2)=[O:13])=[CH:4][C:3]=1Cl.C([O-])=O.[NH4+]. The catalyst is CO.[Pd]. The product is [NH2:1][C:2]1[N:7]2[CH:8]=[C:9]([CH3:11])[N:10]=[C:6]2[C:5]([C:12]([NH:14][CH2:15][CH:16]2[CH2:21][CH2:20][N:19]([CH2:22][CH:23]([CH3:25])[CH3:24])[CH2:18][CH2:17]2)=[O:13])=[CH:4][CH:3]=1. The yield is 0.760. (6) The reactants are [CH2:1]([C:3]([C:28]1[CH:33]=[CH:32][C:31]([B:34]2[O:38][C:37]([CH3:40])([CH3:39])[C:36]([CH3:42])([CH3:41])[O:35]2)=[C:30]([CH3:43])[CH:29]=1)([C:6]1[CH:11]=[CH:10][C:9]([C:12]#[C:13][C:14]([O:23][CH2:24][O:25][CH3:26])([C:19]([F:22])([F:21])[F:20])[C:15]([F:18])([F:17])[F:16])=[C:8]([CH3:27])[CH:7]=1)[CH2:4][CH3:5])[CH3:2].[H][H]. The catalyst is CO.[C].[Pd]. The product is [CH2:1]([C:3]([C:28]1[CH:33]=[CH:32][C:31]([B:34]2[O:35][C:36]([CH3:42])([CH3:41])[C:37]([CH3:39])([CH3:40])[O:38]2)=[C:30]([CH3:43])[CH:29]=1)([C:6]1[CH:11]=[CH:10][C:9]([CH2:12][CH2:13][C:14]([O:23][CH2:24][O:25][CH3:26])([C:15]([F:18])([F:16])[F:17])[C:19]([F:22])([F:20])[F:21])=[C:8]([CH3:27])[CH:7]=1)[CH2:4][CH3:5])[CH3:2]. The yield is 0.890. (7) The reactants are [CH:1]1([CH2:4][C:5](=O)[CH3:6])[CH2:3][CH2:2]1.[NH3:8].[Cl-].[NH4+:10].[C-:11]#N.[K+]. The catalyst is CCO. The product is [NH2:8][C:5]([CH3:6])([CH2:4][CH:1]1[CH2:3][CH2:2]1)[C:11]#[N:10]. The yield is 0.630. (8) The reactants are [CH:1]1([C:6]2[C:7]([OH:17])=[CH:8][C:9]([N+:14]([O-])=O)=[C:10]([CH:13]=2)[C:11]#[N:12])[CH2:5][CH2:4][CH2:3][CH2:2]1. The catalyst is C(O)C.[Pd]. The product is [NH2:14][C:9]1[CH:8]=[C:7]([OH:17])[C:6]([CH:1]2[CH2:2][CH2:3][CH2:4][CH2:5]2)=[CH:13][C:10]=1[C:11]#[N:12]. The yield is 1.00. (9) The reactants are [Cl:1][C:2]1[N:7]=[C:6](Cl)[CH:5]=[CH:4][N:3]=1.[N:9]1[CH:14]=[C:13](B(O)O)[CH:12]=[N:11][CH:10]=1.C([O-])([O-])=O.[Na+].[Na+]. The catalyst is C1COCC1.O.Cl[Pd](Cl)([P](C1C=CC=CC=1)(C1C=CC=CC=1)C1C=CC=CC=1)[P](C1C=CC=CC=1)(C1C=CC=CC=1)C1C=CC=CC=1. The product is [Cl:1][C:2]1[N:7]=[C:6]([C:13]2[CH:14]=[N:9][CH:10]=[N:11][CH:12]=2)[CH:5]=[CH:4][N:3]=1. The yield is 0.413.